From a dataset of Forward reaction prediction with 1.9M reactions from USPTO patents (1976-2016). Predict the product of the given reaction. (1) Given the reactants [OH:1][CH:2]1[CH2:7][CH2:6][N:5]([C:8]2[N:13]=[CH:12][C:11]([C:14]#[N:15])=[CH:10][N:9]=2)[CH2:4][CH2:3]1.[N-:16]=[N+:17]=[N-:18].[Na+].[Cl-].[NH4+], predict the reaction product. The product is: [NH:16]1[C:14]([C:11]2[CH:10]=[N:9][C:8]([N:5]3[CH2:6][CH2:7][CH:2]([OH:1])[CH2:3][CH2:4]3)=[N:13][CH:12]=2)=[N:15][N:18]=[N:17]1. (2) The product is: [CH3:7][C:5]1[N:6]=[C:2]([N:19]2[CH2:24][CH2:23][NH:22][CH2:21][CH2:20]2)[S:3][C:4]=1[C:8]([O:10][CH2:11][CH3:12])=[O:9]. Given the reactants Br[C:2]1[S:3][C:4]([C:8]([O:10][CH2:11][CH3:12])=[O:9])=[C:5]([CH3:7])[N:6]=1.C(=O)([O-])[O-].[K+].[K+].[NH:19]1[CH2:24][CH2:23][NH:22][CH2:21][CH2:20]1, predict the reaction product. (3) Given the reactants Cl[CH2:2][C:3]([O:5][CH2:6][CH3:7])=[O:4].[C:8]([O:12][C:13]([N:15]1[CH2:20][CH2:19][N:18]([C:21]2[NH:26][C:25](=[O:27])[C:24]3[NH:28][CH:29]=[N:30][C:23]=3[CH:22]=2)[CH2:17][CH2:16]1)=[O:14])([CH3:11])([CH3:10])[CH3:9].C(=O)([O-])[O-].[K+].[K+], predict the reaction product. The product is: [C:8]([O:12][C:13]([N:15]1[CH2:20][CH2:19][N:18]([C:21]2[NH:26][C:25](=[O:27])[C:24]3[N:28]([CH2:2][C:3]([O:5][CH2:6][CH3:7])=[O:4])[CH:29]=[N:30][C:23]=3[CH:22]=2)[CH2:17][CH2:16]1)=[O:14])([CH3:11])([CH3:9])[CH3:10]. (4) Given the reactants [Cl-].O[NH3+:3].[C:4](=[O:7])([O-])[OH:5].[Na+].CS(C)=O.[CH3:13][C:14]1[N:47]=[C:17]2[N:18]([CH:41]3[CH2:45][CH:44]([CH3:46])[O:43][CH2:42]3)[C:19](=[O:40])[C:20]([CH2:25][C:26]3[CH:31]=[CH:30][C:29]([C:32]4[C:33]([C:38]#[N:39])=[CH:34][CH:35]=[CH:36][CH:37]=4)=[CH:28][CH:27]=3)=[C:21]([CH2:22][CH2:23][CH3:24])[N:16]2[N:15]=1, predict the reaction product. The product is: [CH3:13][C:14]1[N:47]=[C:17]2[N:18]([CH:41]3[CH2:45][CH:44]([CH3:46])[O:43][CH2:42]3)[C:19](=[O:40])[C:20]([CH2:25][C:26]3[CH:27]=[CH:28][C:29]([C:32]4[CH:37]=[CH:36][CH:35]=[CH:34][C:33]=4[C:38]4[NH:3][C:4](=[O:7])[O:5][N:39]=4)=[CH:30][CH:31]=3)=[C:21]([CH2:22][CH2:23][CH3:24])[N:16]2[N:15]=1. (5) Given the reactants [N+:1]([C:4]1[CH:9]=[CH:8][C:7]([CH:10](O)[CH2:11][CH2:12][CH:13]([C:15]2[CH:20]=[CH:19][C:18]([N+:21]([O-:23])=[O:22])=[CH:17][CH:16]=2)O)=[CH:6][CH:5]=1)([O-:3])=[O:2].C(N(CC)CC)C.CS(Cl)(=O)=O.[Cl:37][C:38]1[CH:44]=[CH:43][C:41]([NH2:42])=[CH:40][CH:39]=1, predict the reaction product. The product is: [Cl:37][C:38]1[CH:44]=[CH:43][C:41]([N:42]2[CH:10]([C:7]3[CH:8]=[CH:9][C:4]([N+:1]([O-:3])=[O:2])=[CH:5][CH:6]=3)[CH2:11][CH2:12][CH:13]2[C:15]2[CH:20]=[CH:19][C:18]([N+:21]([O-:23])=[O:22])=[CH:17][CH:16]=2)=[CH:40][CH:39]=1. (6) Given the reactants C[O:2][C:3](=[O:44])[CH2:4][C@H:5]([OH:43])[CH2:6][C@H:7]([OH:42])[CH:8]=[CH:9][C:10]1[N:11]([CH:39]([CH3:41])[CH3:40])[C:12]([C:28](=[O:38])[NH:29][C:30]2[CH:35]=[CH:34][CH:33]=[C:32]([C:36]#[N:37])[CH:31]=2)=[C:13]([C:22]2[CH:27]=[CH:26][CH:25]=[CH:24][CH:23]=2)[C:14]=1[C:15]1[CH:20]=[CH:19][C:18]([F:21])=[CH:17][CH:16]=1.C(O)C.O.[OH-].[Na+:50], predict the reaction product. The product is: [Na+:50].[C:36]([C:32]1[CH:31]=[C:30]([NH:29][C:28]([C:12]2[N:11]([CH:39]([CH3:41])[CH3:40])[C:10]([CH:9]=[CH:8][C@@H:7]([OH:42])[CH2:6][C@@H:5]([OH:43])[CH2:4][C:3]([O-:44])=[O:2])=[C:14]([C:15]3[CH:20]=[CH:19][C:18]([F:21])=[CH:17][CH:16]=3)[C:13]=2[C:22]2[CH:27]=[CH:26][CH:25]=[CH:24][CH:23]=2)=[O:38])[CH:35]=[CH:34][CH:33]=1)#[N:37]. (7) Given the reactants [C:1]([C:4]1[C:12]2[C:7](=[CH:8][CH:9]=[C:10]([C:13]([O:15][CH3:16])=[O:14])[CH:11]=2)[N:6]([CH2:17][C:18]([OH:20])=O)[CH:5]=1)(=[O:3])[CH3:2].CCN(C(C)C)C(C)C.Cl.[Cl:31][C:32]1[C:33]([F:48])=[C:34]([CH:45]=[CH:46][CH:47]=1)[CH2:35][NH:36][C:37]([C@@H:39]1[CH2:43][C@@H:42]([F:44])[CH2:41][NH:40]1)=[O:38].CN(C(ON1N=NC2C=CC=NC1=2)=[N+](C)C)C.F[P-](F)(F)(F)(F)F, predict the reaction product. The product is: [C:1]([C:4]1[C:12]2[C:7](=[CH:8][CH:9]=[C:10]([C:13]([O:15][CH3:16])=[O:14])[CH:11]=2)[N:6]([CH2:17][C:18]([N:40]2[CH2:41][C@H:42]([F:44])[CH2:43][C@H:39]2[C:37](=[O:38])[NH:36][CH2:35][C:34]2[CH:45]=[CH:46][CH:47]=[C:32]([Cl:31])[C:33]=2[F:48])=[O:20])[CH:5]=1)(=[O:3])[CH3:2].